From a dataset of Experimentally validated miRNA-target interactions with 360,000+ pairs, plus equal number of negative samples. Binary Classification. Given a miRNA mature sequence and a target amino acid sequence, predict their likelihood of interaction. The miRNA is hsa-miR-6851-3p with sequence UGGCCCUUUGUACCCCUCCAG. The protein sequence of the target gene is MRFTFTSRCLALFLLLNHPTPILPAFSNQTYPTIEPKPFLYVVGRKKMMDAQYKCYDRMQQLPAYQGEGPYCNRTWDGWLCWDDTPAGVLSYQFCPDYFPDFDPSEKVTKYCDEKGVWFKHPENNRTWSNYTMCNAFTPEKLKNAYVLYYLAIVGHSLSIFTLVISLGIFVFFRSLGCQRVTLHKNMFLTYILNSMIIIIHLVEVVPNGELVRRDPVSCKILHFFHQYMMACNYFWMLCEGIYLHTLIVVAVFTEKQRLRWYYLLGWGFPLVPTTIHAITRAVYFNDNCWLSVETHLLYI.... Result: 0 (no interaction).